From a dataset of Full USPTO retrosynthesis dataset with 1.9M reactions from patents (1976-2016). Predict the reactants needed to synthesize the given product. (1) Given the product [F:33][C:30]1[CH:31]=[CH:32][C:27]([C:24]2[CH:23]=[N:22][C:21]([N:18]3[CH2:19][CH2:20][N:15]([S:12]([CH2:11][C:5]4([C:3]([OH:4])=[O:2])[CH2:10][CH2:9][CH2:8][CH2:7][CH2:6]4)(=[O:13])=[O:14])[CH2:16][CH2:17]3)=[N:26][CH:25]=2)=[CH:28][CH:29]=1, predict the reactants needed to synthesize it. The reactants are: C[O:2][C:3]([C:5]1([CH2:11][S:12]([N:15]2[CH2:20][CH2:19][N:18]([C:21]3[N:26]=[CH:25][C:24]([C:27]4[CH:32]=[CH:31][C:30]([F:33])=[CH:29][CH:28]=4)=[CH:23][N:22]=3)[CH2:17][CH2:16]2)(=[O:14])=[O:13])[CH2:10][CH2:9][CH2:8][CH2:7][CH2:6]1)=[O:4].O.[OH-].[Li+].CO.O. (2) Given the product [O:26]=[C:20]1[CH:19]([N:18]2[C:12](=[O:14])[C:5]3[C:6](=[CH:10][CH:11]=[C:3]([O:2][CH3:1])[C:4]=3[N+:15]([O-:17])=[O:16])[C:7]2=[O:9])[CH2:24][CH2:23][C:22](=[O:25])[NH:21]1, predict the reactants needed to synthesize it. The reactants are: [CH3:1][O:2][C:3]1[C:4]([N+:15]([O-:17])=[O:16])=[C:5]([C:12]([OH:14])=O)[C:6](=[CH:10][CH:11]=1)[C:7]([OH:9])=O.[NH2:18][CH:19]1[CH2:24][CH2:23][C:22](=[O:25])[NH:21][C:20]1=[O:26].